This data is from Reaction yield outcomes from USPTO patents with 853,638 reactions. The task is: Predict the reaction yield, written as a fraction of the theoretical maximum amount of product (1.0 means a 100% yield; for example, 0.34 means a 34% yield). The reactants are [C:1]1([C:7]([NH:9][C:10]2[CH:17]=[CH:16][C:13]([CH2:14][NH2:15])=[CH:12][CH:11]=2)=[O:8])[CH:6]=[CH:5][CH:4]=[CH:3][CH:2]=1.[F:18][C:19]([F:45])([F:44])[C:20]1[CH:25]=[CH:24][C:23]([C:26]2[C:27]([C:32]([NH:34][C:35]3[CH:36]=[C:37]([C:41](O)=[O:42])[N:38]([CH3:40])[CH:39]=3)=[O:33])=[CH:28][CH:29]=[CH:30][CH:31]=2)=[CH:22][CH:21]=1.CN(C(ON1N=NC2C=CC=CC1=2)=[N+](C)C)C.[B-](F)(F)(F)F.ClCCl.C(O)C. The catalyst is CN(C)C=O. The product is [C:1]1([C:7]([NH:9][C:10]2[CH:11]=[CH:12][C:13]([CH2:14][NH:15][C:41]([C:37]3[N:38]([CH3:40])[CH:39]=[C:35]([NH:34][C:32]([C:27]4[C:26]([C:23]5[CH:22]=[CH:21][C:20]([C:19]([F:45])([F:18])[F:44])=[CH:25][CH:24]=5)=[CH:31][CH:30]=[CH:29][CH:28]=4)=[O:33])[CH:36]=3)=[O:42])=[CH:16][CH:17]=2)=[O:8])[CH:2]=[CH:3][CH:4]=[CH:5][CH:6]=1. The yield is 0.620.